From a dataset of Reaction yield outcomes from USPTO patents with 853,638 reactions. Predict the reaction yield, written as a fraction of the theoretical maximum amount of product (1.0 means a 100% yield; for example, 0.34 means a 34% yield). (1) The reactants are [CH3:1][O:2][C:3]([C:5]1[C:13]2[N:12]=[C:11]([C:14]3[C:19]([F:20])=[C:18]([F:21])[C:17]([C:22]4[CH:27]=[CH:26][C:25]([C:28](C)(C)[O:29][SiH2]C(C)(C)C)=[CH:24][CH:23]=4)=[C:16]([F:37])[C:15]=3[F:38])[NH:10][C:9]=2[CH:8]=[C:7]([CH3:39])[CH:6]=1)=[O:4].Cl. The catalyst is O. The product is [CH3:1][O:2][C:3]([C:5]1[C:13]2[N:12]=[C:11]([C:14]3[C:15]([F:38])=[C:16]([F:37])[C:17]([C:22]4[CH:23]=[CH:24][C:25]([CH2:28][OH:29])=[CH:26][CH:27]=4)=[C:18]([F:21])[C:19]=3[F:20])[NH:10][C:9]=2[CH:8]=[C:7]([CH3:39])[CH:6]=1)=[O:4]. The yield is 0.759. (2) The reactants are [CH3:1][O:2][CH2:3][C:4](Cl)=[O:5].[NH2:7][C:8]1[CH:13]=[C:12]([CH2:14][O:15][C:16]2[C:25]3[C:20](=[CH:21][CH:22]=[CH:23][CH:24]=3)[C:19]([N+:26]([O-:28])=[O:27])=[CH:18][CH:17]=2)[CH:11]=[CH:10][N:9]=1.CCN(C(C)C)C(C)C.N. The catalyst is C(Cl)Cl.C1COCC1. The product is [CH3:1][O:2][CH2:3][C:4]([NH:7][C:8]1[CH:13]=[C:12]([CH2:14][O:15][C:16]2[C:25]3[C:20](=[CH:21][CH:22]=[CH:23][CH:24]=3)[C:19]([N+:26]([O-:28])=[O:27])=[CH:18][CH:17]=2)[CH:11]=[CH:10][N:9]=1)=[O:5]. The yield is 0.880.